Dataset: Catalyst prediction with 721,799 reactions and 888 catalyst types from USPTO. Task: Predict which catalyst facilitates the given reaction. (1) The catalyst class is: 10. Reactant: [Cl:1][C:2]1[CH:3]=[C:4]2[C:9](=[CH:10][CH:11]=1)[O:8][CH2:7][CH2:6][CH:5]2[NH:12][C:13]1[CH:18]=[C:17](F)[CH:16]=[CH:15][C:14]=1[S:20]([CH3:23])(=[O:22])=[O:21].[NH:24]1[CH2:29][CH2:28][NH:27][CH2:26][CH2:25]1.C(N(CC)C(C)C)(C)C. Product: [Cl:1][C:2]1[CH:3]=[C:4]2[C:9](=[CH:10][CH:11]=1)[O:8][CH2:7][CH2:6][CH:5]2[NH:12][C:13]1[CH:18]=[C:17]([N:24]2[CH2:29][CH2:28][NH:27][CH2:26][CH2:25]2)[CH:16]=[CH:15][C:14]=1[S:20]([CH3:23])(=[O:22])=[O:21]. (2) Reactant: [OH:1][NH:2][C:3]([C:5]1[CH:10]=[CH:9][C:8]([NH:11][C:12](=[O:29])[CH2:13][CH2:14][CH2:15][C:16]([NH:18][C:19]2[CH:24]=[CH:23][C:22]([C:25](=[NH:28])[NH:26][OH:27])=[CH:21][CH:20]=2)=[O:17])=[CH:7][CH:6]=1)=[NH:4].[C:30](N1C=CN=C1)(N1C=CN=C1)=[O:31].C[C:43](C)=[O:44]. Product: [O:44]=[C:43]1[O:27][NH:26][C:25]([C:22]2[CH:21]=[CH:20][C:19]([NH:18][C:16](=[O:17])[CH2:15][CH2:14][CH2:13][C:12]([NH:11][C:8]3[CH:7]=[CH:6][C:5]([C:3]4[NH:2][O:1][C:30](=[O:31])[N:4]=4)=[CH:10][CH:9]=3)=[O:29])=[CH:24][CH:23]=2)=[N:28]1. The catalyst class is: 16. (3) Reactant: [C@H:1]1([NH:11][C:12]([C@@H:14]2[CH2:18][CH2:17][CH2:16][C@H:15]2[C:19](O)=[O:20])=[O:13])[C:10]2[C:5](=[CH:6][CH:7]=[CH:8][CH:9]=2)[CH2:4][CH2:3][CH2:2]1.CN(C(ON1N=NC2C=CC=NC1=2)=[N+](C)C)C.F[P-](F)(F)(F)(F)F.CCN(C(C)C)C(C)C.[C:55]([O:59][C:60]([N:62]([CH3:88])[C@@H:63]([CH3:87])[C:64]([NH:66][NH:67][CH2:68][C:69]1[CH:86]=[CH:85][C:72]([O:73][CH2:74][C:75]2[CH:84]=[CH:83][C:78]([C:79]([O:81][CH3:82])=[O:80])=[CH:77][CH:76]=2)=[CH:71][CH:70]=1)=[O:65])=[O:61])([CH3:58])([CH3:57])[CH3:56]. Product: [C:55]([O:59][C:60]([N:62]([CH3:88])[C@@H:63]([CH3:87])[C:64]([NH:66][N:67]([CH2:68][C:69]1[CH:70]=[CH:71][C:72]([O:73][CH2:74][C:75]2[CH:76]=[CH:77][C:78]([C:79]([O:81][CH3:82])=[O:80])=[CH:83][CH:84]=2)=[CH:85][CH:86]=1)[C:19]([C@@H:15]1[CH2:16][CH2:17][CH2:18][C@H:14]1[C:12](=[O:13])[NH:11][C@H:1]1[C:10]2[C:5](=[CH:6][CH:7]=[CH:8][CH:9]=2)[CH2:4][CH2:3][CH2:2]1)=[O:20])=[O:65])=[O:61])([CH3:57])([CH3:58])[CH3:56]. The catalyst class is: 3. (4) The catalyst class is: 6. Reactant: [CH3:1][N:2]1[CH2:7][CH2:6][N:5]([C:8]2[N:13]3[CH:14]=[C:15]([CH2:17][N:18]4[C@H:31]5[C@H:22]([CH2:23][CH2:24][C:25]6[C:30]5=[N:29][CH:28]=[CH:27][CH:26]=6)[CH2:21][CH2:20][CH2:19]4)[N:16]=[C:12]3[CH:11]=[CH:10][CH:9]=2)[CH2:4][CH2:3]1.[CH2:32]([NH:34][CH2:35][CH3:36])[CH3:33].[C:37](O)(=O)C.C=O. Product: [CH2:32]([N:34]([CH2:37][C:14]1[N:13]2[C:8]([N:5]3[CH2:4][CH2:3][N:2]([CH3:1])[CH2:7][CH2:6]3)=[CH:9][CH:10]=[CH:11][C:12]2=[N:16][C:15]=1[CH2:17][N:18]1[C@H:31]2[C@H:22]([CH2:23][CH2:24][C:25]3[C:30]2=[N:29][CH:28]=[CH:27][CH:26]=3)[CH2:21][CH2:20][CH2:19]1)[CH2:35][CH3:36])[CH3:33]. (5) Reactant: [H-].[Na+].[Cl:3][C:4]1[CH:9]=[CH:8][C:7]([C:10]2([OH:14])[CH2:13][CH2:12][CH2:11]2)=[CH:6][C:5]=1[F:15].Br[CH2:17][C:18]([OH:20])=[O:19]. Product: [Cl:3][C:4]1[CH:9]=[CH:8][C:7]([C:10]2([O:14][CH2:17][C:18]([OH:20])=[O:19])[CH2:11][CH2:12][CH2:13]2)=[CH:6][C:5]=1[F:15]. The catalyst class is: 9. (6) Reactant: [Br:1][C:2]1[CH:3]=[C:4]([CH:16]=[CH:17][CH:18]=1)[C:5]1[C:10]([C:11]([F:14])([F:13])[F:12])=[CH:9][C:8]([NH2:15])=[CH:7][CH:6]=1.[N:19]1[C:27]2[C:22](=[N:23][CH:24]=[CH:25][CH:26]=2)[N:21]([C:28]2[CH:33]=[CH:32][C:31]([CH2:34][C:35](O)=[O:36])=[CH:30][CH:29]=2)[CH:20]=1. Product: [Br:1][C:2]1[CH:3]=[C:4]([CH:16]=[CH:17][CH:18]=1)[C:5]1[C:10]([C:11]([F:13])([F:14])[F:12])=[CH:9][C:8]([NH:15][C:35](=[O:36])[CH2:34][C:31]2[CH:30]=[CH:29][C:28]([N:21]3[C:22]4=[N:23][CH:24]=[CH:25][CH:26]=[C:27]4[N:19]=[CH:20]3)=[CH:33][CH:32]=2)=[CH:7][CH:6]=1. The catalyst class is: 61. (7) Reactant: C([N:8]1[CH2:13][CH2:12][NH:11][CH2:10][C@@H:9]1[CH2:14][CH2:15][C:16]1[C:25]2[C:20](=[CH:21][CH:22]=[CH:23][CH:24]=2)[CH:19]=[CH:18][CH:17]=1)C1C=CC=CC=1.C([O-])=O.[NH4+]. The catalyst class is: 421. Product: [C:16]1([CH2:15][CH2:14][C@H:9]2[CH2:10][NH:11][CH2:12][CH2:13][NH:8]2)[C:25]2[C:20](=[CH:21][CH:22]=[CH:23][CH:24]=2)[CH:19]=[CH:18][CH:17]=1.